Dataset: Catalyst prediction with 721,799 reactions and 888 catalyst types from USPTO. Task: Predict which catalyst facilitates the given reaction. (1) Reactant: [F:1][C:2]([F:23])([F:22])[C@@H:3]1[CH2:8][CH2:7][C@H:6]([O:9][C:10]2[CH:11]=[C:12]3[C:17](=[CH:18][CH:19]=2)[CH:16]=[C:15]([CH:20]=O)[CH:14]=[CH:13]3)[CH2:5][CH2:4]1.CC(O)=O.[NH:28]1[CH2:33][CH2:32][CH:31]([C:34]([O:36][CH2:37][CH3:38])=[O:35])[CH2:30][CH2:29]1.[BH-](OC(C)=O)(OC(C)=O)OC(C)=O.[Na+]. Product: [F:23][C:2]([F:1])([F:22])[C@@H:3]1[CH2:4][CH2:5][C@H:6]([O:9][C:10]2[CH:11]=[C:12]3[C:17](=[CH:18][CH:19]=2)[CH:16]=[C:15]([CH2:20][N:28]2[CH2:33][CH2:32][CH:31]([C:34]([O:36][CH2:37][CH3:38])=[O:35])[CH2:30][CH2:29]2)[CH:14]=[CH:13]3)[CH2:7][CH2:8]1. The catalyst class is: 34. (2) Reactant: [NH2:1][C:2]1[CH:3]=[C:4]2[C:9](=[CH:10][CH:11]=1)[CH:8]([C:12]([O:14][CH3:15])=[O:13])[CH2:7][CH2:6][CH2:5]2.[CH:16](OCC)(OCC)OCC.[N-:26]=[N+:27]=[N-:28].[Na+]. Product: [N:1]1([C:2]2[CH:3]=[C:4]3[C:9](=[CH:10][CH:11]=2)[CH:8]([C:12]([O:14][CH3:15])=[O:13])[CH2:7][CH2:6][CH2:5]3)[CH:16]=[N:28][N:27]=[N:26]1. The catalyst class is: 15. (3) Reactant: [CH3:1][N:2]1[C:6]([C:7]2[S:8][C:9]3[N:10]=[CH:11][N:12]=[C:13]([S:16][CH3:17])[C:14]=3[N:15]=2)=[C:5]([C:18]2[CH:23]=[CH:22][CH:21]=[CH:20][CH:19]=2)[N:4]=[CH:3]1.[Br:24]N1C(=O)CCC1=O.CC(N=NC(C#N)(C)C)(C#N)C. Product: [Br:24][C:3]1[N:2]([CH3:1])[C:6]([C:7]2[S:8][C:9]3[N:10]=[CH:11][N:12]=[C:13]([S:16][CH3:17])[C:14]=3[N:15]=2)=[C:5]([C:18]2[CH:23]=[CH:22][CH:21]=[CH:20][CH:19]=2)[N:4]=1. The catalyst class is: 53. (4) Reactant: [CH2:1]([N:3]1[CH:8]=[C:7]([C:9]([O:11]CC)=O)[C:6](=[O:14])[C:5]2[CH:15]=[CH:16][S:17][C:4]1=2)[CH3:2].[Cl:18][C:19]1[CH:26]=[CH:25][C:22]([CH2:23][NH2:24])=[CH:21][CH:20]=1. Product: [Cl:18][C:19]1[CH:26]=[CH:25][C:22]([CH2:23][NH:24][C:9]([C:7]2[C:6](=[O:14])[C:5]3[CH:15]=[CH:16][S:17][C:4]=3[N:3]([CH2:1][CH3:2])[CH:8]=2)=[O:11])=[CH:21][CH:20]=1. The catalyst class is: 11. (5) Reactant: CCN(C(C)C)C(C)C.[CH2:10]([C@H:13]([CH2:17][CH2:18][CH2:19][CH3:20])[C:14]([OH:16])=O)[CH:11]=[CH2:12].Cl.[NH2:22][CH2:23][C:24]([O:26][CH3:27])=[O:25].C(Cl)CCl.C1C=CC2N(O)N=NC=2C=1.Cl. Product: [CH2:10]([C@H:13]([CH2:17][CH2:18][CH2:19][CH3:20])[C:14]([NH:22][CH2:23][C:24]([O:26][CH3:27])=[O:25])=[O:16])[CH:11]=[CH2:12]. The catalyst class is: 3. (6) Reactant: C(O)(C(F)(F)F)=O.CC([N:12]([CH2:16][CH2:17][CH2:18][NH:19][C:20]1[N:21]=[C:22]([NH:31][C:32]2[CH:37]=[CH:36][CH:35]=[C:34]([CH2:38][CH2:39][NH2:40])[CH:33]=2)[C:23]2[C:29](=[O:30])[NH:28][CH:27]=[CH:26][C:24]=2[N:25]=1)C(=O)[O-])(C)C. Product: [NH2:40][CH2:39][CH2:38][C:34]1[CH:33]=[C:32]([NH:31][C:22]2[C:23]3[C:29](=[O:30])[NH:28][CH:27]=[CH:26][C:24]=3[N:25]=[C:20]([NH:19][CH2:18][CH2:17][CH2:16][NH2:12])[N:21]=2)[CH:37]=[CH:36][CH:35]=1. The catalyst class is: 4. (7) Reactant: [NH2:1][C:2]1[C:11]2[C:6](=[CH:7][CH:8]=[CH:9][C:10]=2[O:12][CH2:13][CH:14]2[CH2:18][CH2:17][CH2:16][CH2:15]2)[N:5]=[C:4]([CH3:19])[C:3]=1[C:20]([O:22]CC)=[O:21].[OH-].[Na+]. Product: [NH2:1][C:2]1[C:11]2[C:6](=[CH:7][CH:8]=[CH:9][C:10]=2[O:12][CH2:13][CH:14]2[CH2:18][CH2:17][CH2:16][CH2:15]2)[N:5]=[C:4]([CH3:19])[C:3]=1[C:20]([OH:22])=[O:21]. The catalyst class is: 14. (8) Reactant: [Cl:1][C:2]1[CH:3]=[CH:4][C:5]2[N:6]([CH:8]=[CH:9][N:10]=2)[N:7]=1.[Br:11]N1C(=O)CCC1=O. Product: [Br:11][C:8]1[N:6]2[N:7]=[C:2]([Cl:1])[CH:3]=[CH:4][C:5]2=[N:10][CH:9]=1. The catalyst class is: 22. (9) Reactant: OS(O)(=O)=O.[C:6]([C:10]1[CH:16]=[CH:15][C:14]([N+:17]([O-:19])=[O:18])=[CH:13][C:11]=1N)([CH3:9])([CH3:8])[CH3:7].N([O-])=[O:21].[Na+].NC(N)=O. Product: [C:6]([C:10]1[CH:16]=[CH:15][C:14]([N+:17]([O-:19])=[O:18])=[CH:13][C:11]=1[OH:21])([CH3:9])([CH3:8])[CH3:7]. The catalyst class is: 238. (10) Reactant: [CH2:1]([C@H:8]1[CH2:13][N:12]([C:14]2[CH:19]=[CH:18][C:17]([O:20][CH3:21])=[C:16]([O:22][CH:23]3[CH2:27][CH2:26][CH2:25][CH2:24]3)[CH:15]=2)[CH2:11][CH2:10][N:9]1[CH2:28][C:29]([NH:31][O:32]CC1C=CC=CC=1)=[O:30])[C:2]1[CH:7]=[CH:6][CH:5]=[CH:4][CH:3]=1. Product: [CH2:1]([C@H:8]1[CH2:13][N:12]([C:14]2[CH:19]=[CH:18][C:17]([O:20][CH3:21])=[C:16]([O:22][CH:23]3[CH2:27][CH2:26][CH2:25][CH2:24]3)[CH:15]=2)[CH2:11][CH2:10][N:9]1[CH2:28][C:29]([NH:31][OH:32])=[O:30])[C:2]1[CH:7]=[CH:6][CH:5]=[CH:4][CH:3]=1. The catalyst class is: 5.